Predict which catalyst facilitates the given reaction. From a dataset of Catalyst prediction with 721,799 reactions and 888 catalyst types from USPTO. (1) Reactant: [CH3:1][C:2]1[N:7]=C(C#N)[C:5]([C:10]2[CH:15]=[CH:14][CH:13]=[CH:12][N:11]=2)=[CH:4][CH:3]=1.[OH-].[Na+].[CH3:18][C:19]([OH:21])=[O:20]. Product: [CH3:1][C:2]1[N:7]=[C:18]([C:19]([OH:21])=[O:20])[C:5]([C:10]2[CH:15]=[CH:14][CH:13]=[CH:12][N:11]=2)=[CH:4][CH:3]=1. The catalyst class is: 5. (2) Reactant: [Br:1][C:2]1[C:3]([S:17][CH3:18])=[N:4][C:5]([NH:8][C:9]2[CH:14]=[CH:13][C:12]([F:15])=[C:11]([Cl:16])[CH:10]=2)=[N:6][CH:7]=1.ClC1C=C(C=CC=1)C(OO)=[O:24].[OH-:30].[Na+]. Product: [Br:1][C:2]1[C:3]([S:17]([CH3:18])(=[O:24])=[O:30])=[N:4][C:5]([NH:8][C:9]2[CH:14]=[CH:13][C:12]([F:15])=[C:11]([Cl:16])[CH:10]=2)=[N:6][CH:7]=1. The catalyst class is: 2. (3) Reactant: [CH3:1][C:2]1([CH3:29])[O:6][C@H:5]2[C@H:7]([N:12]3[CH:20]=[N:19][C:18]4[C:13]3=[N:14][CH:15]=[N:16][C:17]=4/[CH:21]=[CH:22]/[C:23]3[CH:28]=[CH:27][CH:26]=[CH:25][CH:24]=3)[O:8][C@H:9]([CH2:10][OH:11])[C@H:4]2[O:3]1.N1C=CN=C1.[Si:35](Cl)([C:38]([CH3:41])([CH3:40])[CH3:39])([CH3:37])[CH3:36]. Product: [Si:35]([O:11][CH2:10][C@@H:9]1[C@H:4]2[O:3][C:2]([CH3:29])([CH3:1])[O:6][C@H:5]2[C@H:7]([N:12]2[CH:20]=[N:19][C:18]3[C:13]2=[N:14][CH:15]=[N:16][C:17]=3/[CH:21]=[CH:22]/[C:23]2[CH:28]=[CH:27][CH:26]=[CH:25][CH:24]=2)[O:8]1)([C:38]([CH3:41])([CH3:40])[CH3:39])([CH3:37])[CH3:36]. The catalyst class is: 22. (4) Reactant: [C:1]([C:3](=[CH:7][C:8]([CH3:11])([CH3:10])[CH3:9])[C:4]([OH:6])=O)#[N:2].CN(C(ON1N=NC2C=CC=NC1=2)=[N+](C)C)C.F[P-](F)(F)(F)(F)F.Cl.[NH2:37][C:38]1[N:46]=[CH:45][N:44]=[C:43]2[C:39]=1[N:40]([C:53]1[CH:58]=[CH:57][C:56]([O:59][C:60]3[CH:65]=[CH:64][CH:63]=[CH:62][CH:61]=3)=[CH:55][CH:54]=1)[C:41](=[O:52])[N:42]2[CH:47]1[CH2:51][CH2:50][NH:49][CH2:48]1.CCN(C(C)C)C(C)C. Product: [NH2:37][C:38]1[N:46]=[CH:45][N:44]=[C:43]2[C:39]=1[N:40]([C:53]1[CH:54]=[CH:55][C:56]([O:59][C:60]3[CH:61]=[CH:62][CH:63]=[CH:64][CH:65]=3)=[CH:57][CH:58]=1)[C:41](=[O:52])[N:42]2[CH:47]1[CH2:51][CH2:50][N:49]([C:4]([C:3](=[CH:7][C:8]([CH3:11])([CH3:10])[CH3:9])[C:1]#[N:2])=[O:6])[CH2:48]1. The catalyst class is: 39. (5) Reactant: Cl.Cl.[NH2:3][CH2:4][CH2:5][N:6]1[C:14]2[C:13]([NH:15][C:16]3[CH:21]=[CH:20][C:19]([O:22][C:23]4[CH:28]=[CH:27][CH:26]=[C:25]([C:29]([F:32])([F:31])[F:30])[CH:24]=4)=[C:18]([Cl:33])[CH:17]=3)=[N:12][CH:11]=[N:10][C:9]=2[CH:8]=[CH:7]1.[C:34](N1C=CN=C1)([N:36]1[CH:40]=[CH:39]N=C1)=[O:35].[CH3:46][S:47](CCN)(=[O:49])=[O:48].C(=O)([O-])O.[Na+]. Product: [Cl:33][C:18]1[CH:17]=[C:16]([NH:15][C:13]2[C:14]3[N:6]([CH2:5][CH2:4][NH:3][C:34]([NH:36][CH2:40][CH2:39][S:47]([CH3:46])(=[O:49])=[O:48])=[O:35])[CH:7]=[CH:8][C:9]=3[N:10]=[CH:11][N:12]=2)[CH:21]=[CH:20][C:19]=1[O:22][C:23]1[CH:28]=[CH:27][CH:26]=[C:25]([C:29]([F:32])([F:31])[F:30])[CH:24]=1. The catalyst class is: 236. (6) Reactant: [OH:1][C:2]1[CH:9]=[CH:8][C:7]([I:10])=[CH:6][C:3]=1[CH:4]=[CH2:5].[CH3:11][O:12][CH2:13][O:14][C:15]1[CH:23]=[CH:22][C:18]([C:19](O)=[O:20])=[CH:17][CH:16]=1.C1CCC(N=C=NC2CCCCC2)CC1. Product: [CH:4]([C:3]1[CH:6]=[C:7]([I:10])[CH:8]=[CH:9][C:2]=1[O:1][C:19](=[O:20])[C:18]1[CH:17]=[CH:16][C:15]([O:14][CH2:13][O:12][CH3:11])=[CH:23][CH:22]=1)=[CH2:5]. The catalyst class is: 64. (7) Reactant: [OH:1][C:2]1[CH:7]=[CH:6][C:5]([N:8]([CH3:53])[C:9]([C:11]2[CH:12]=[C:13]([C:20]3[CH:21]=[C:22]4[C:27](=[CH:28][C:29]=3[C:30]([N:32]3[C@H:41]([CH3:42])[CH2:40][C:39]5[C:34](=[CH:35][CH:36]=[CH:37][CH:38]=5)[CH2:33]3)=[O:31])[CH2:26][N:25]([C:43]([O:45][C:46]3[CH:51]=[CH:50][C:49]([NH2:52])=[CH:48][CH:47]=3)=[O:44])[CH2:24][CH2:23]4)[N:14]3[C:19]=2[CH2:18][CH2:17][CH2:16][CH2:15]3)=[O:10])=[CH:4][CH:3]=1.CCN(C(C)C)C(C)C.[C:63](Cl)(=[O:65])[CH3:64].N. Product: [OH:1][C:2]1[CH:3]=[CH:4][C:5]([N:8]([CH3:53])[C:9]([C:11]2[CH:12]=[C:13]([C:20]3[CH:21]=[C:22]4[C:27](=[CH:28][C:29]=3[C:30]([N:32]3[C@H:41]([CH3:42])[CH2:40][C:39]5[C:34](=[CH:35][CH:36]=[CH:37][CH:38]=5)[CH2:33]3)=[O:31])[CH2:26][N:25]([C:43]([O:45][C:46]3[CH:47]=[CH:48][C:49]([NH:52][C:63](=[O:65])[CH3:64])=[CH:50][CH:51]=3)=[O:44])[CH2:24][CH2:23]4)[N:14]3[C:19]=2[CH2:18][CH2:17][CH2:16][CH2:15]3)=[O:10])=[CH:6][CH:7]=1. The catalyst class is: 98.